From a dataset of Full USPTO retrosynthesis dataset with 1.9M reactions from patents (1976-2016). Predict the reactants needed to synthesize the given product. (1) Given the product [CH3:1][N:2]1[CH2:7][CH2:6][N:5]([C:8]2[CH:13]=[CH:12][C:11]([NH:14][C:21]([NH2:22])=[NH:20])=[C:10]([O:15][C:16]([F:19])([F:17])[F:18])[CH:9]=2)[CH2:4][CH2:3]1, predict the reactants needed to synthesize it. The reactants are: [CH3:1][N:2]1[CH2:7][CH2:6][N:5]([C:8]2[CH:13]=[CH:12][C:11]([NH2:14])=[C:10]([O:15][C:16]([F:19])([F:18])[F:17])[CH:9]=2)[CH2:4][CH2:3]1.[N:20]#[C:21][NH2:22]. (2) Given the product [F:45][C:44]1[CH:43]=[CH:42][C:39]([CH:40]=[O:41])=[CH:38][C:37]=1[C:13]1[CH:14]=[C:15]2[C:10](=[CH:11][CH:12]=1)[N:9]=[C:8]([C:27]1[CH:32]=[CH:31][CH:30]=[C:29]([O:33][CH3:34])[CH:28]=1)[N:7]([CH2:6][C:5]([NH:4][CH:1]([CH3:3])[CH3:2])=[O:35])[C:16]2=[O:17], predict the reactants needed to synthesize it. The reactants are: [CH:1]([NH:4][C:5](=[O:35])[CH2:6][N:7]1[C:16](=[O:17])[C:15]2[C:10](=[CH:11][CH:12]=[C:13](B3OC(C)(C)C(C)(C)O3)[CH:14]=2)[N:9]=[C:8]1[C:27]1[CH:32]=[CH:31][CH:30]=[C:29]([O:33][CH3:34])[CH:28]=1)([CH3:3])[CH3:2].Br[C:37]1[CH:38]=[C:39]([CH:42]=[CH:43][C:44]=1[F:45])[CH:40]=[O:41].[O-]P([O-])([O-])=O.[K+].[K+].[K+].